From a dataset of Forward reaction prediction with 1.9M reactions from USPTO patents (1976-2016). Predict the product of the given reaction. (1) Given the reactants C1(P(C2C=CC=CC=2)C2C=CC=CC=2)C=CC=CC=1.C1C=CC(CNC(CN2C3C(=CC=CC=3)C(C=O)=C2)=O)=CC=1.[N:42]([CH2:45][C@H:46]1[O:50][C:49](=[O:51])[N:48]([C:52]2[CH:57]=[CH:56][C:55]([C:58]([O:60][C:61]([CH3:64])([CH3:63])[CH3:62])=[O:59])=[C:54]([F:65])[CH:53]=2)[CH2:47]1)=[N+]=[N-].C([BH3-])#N.[Na+], predict the reaction product. The product is: [NH2:42][CH2:45][C@@H:46]1[O:50][C:49](=[O:51])[N:48]([C:52]2[CH:57]=[CH:56][C:55]([C:58]([O:60][C:61]([CH3:63])([CH3:62])[CH3:64])=[O:59])=[C:54]([F:65])[CH:53]=2)[CH2:47]1. (2) Given the reactants CC(C)([O-])C.[K+].[CH3:7][C:8]1[C:13]([CH3:14])=[CH:12][CH:11]=[CH:10][C:9]=1[OH:15].[CH2:16]([O:18][C:19](=[O:24])[CH:20]=[C:21](Cl)[CH3:22])[CH3:17], predict the reaction product. The product is: [CH2:16]([O:18][C:19](=[O:24])/[CH:20]=[C:21](/[O:15][C:9]1[CH:10]=[CH:11][CH:12]=[C:13]([CH3:14])[C:8]=1[CH3:7])\[CH3:22])[CH3:17]. (3) Given the reactants [CH2:1]([O:3][C:4]1[CH:5]=[C:6]([CH:29]=[CH:30][C:31]=1[O:32][CH2:33][CH3:34])[CH2:7][O:8][C:9]1[CH:17]=[CH:16][C:15]2[N:14]3[CH2:18][CH2:19][CH:20]([CH2:21][C:22]([O:24]C(C)(C)C)=[O:23])[C:13]3=[CH:12][C:11]=2[CH:10]=1)[CH3:2].[Li+].[OH-].CCOC(C)=O.Cl, predict the reaction product. The product is: [CH2:1]([O:3][C:4]1[CH:5]=[C:6]([CH:29]=[CH:30][C:31]=1[O:32][CH2:33][CH3:34])[CH2:7][O:8][C:9]1[CH:17]=[CH:16][C:15]2[N:14]3[CH2:18][CH2:19][CH:20]([CH2:21][C:22]([OH:24])=[O:23])[C:13]3=[CH:12][C:11]=2[CH:10]=1)[CH3:2]. (4) Given the reactants [CH2:1]([O:8][C:9]1[CH:14]=[CH:13][C:12](B(O)O)=[CH:11][CH:10]=1)[C:2]1[CH:7]=[CH:6][CH:5]=[CH:4][CH:3]=1.[Br:18][C:19]1[CH:20]=[C:21]([C:28]([OH:30])=[O:29])[CH:22]=[C:23]([CH:27]=1)[C:24]([OH:26])=[O:25], predict the reaction product. The product is: [CH2:1]([O:8][C:9]1[CH:14]=[CH:13][C:12]([C:19]2[CH:27]=[C:23]([C:24]([OH:26])=[O:25])[CH:22]=[C:21]([C:28]([OH:30])=[O:29])[CH:20]=2)=[CH:11][CH:10]=1)[C:2]1[CH:7]=[CH:6][CH:5]=[CH:4][CH:3]=1.[Br:18][CH2:14][CH2:9][O:8][CH2:1][C:2]1[CH:7]=[CH:6][CH:5]=[CH:4][CH:3]=1. (5) Given the reactants [H-].[Na+].[I:3][C:4]1[CH:5]=[N:6][NH:7][CH:8]=1.[CH2:9](Br)[CH2:10][CH2:11][CH2:12][CH2:13][CH2:14][CH2:15][CH3:16].O, predict the reaction product. The product is: [I:3][C:4]1[CH:5]=[N:6][N:7]([CH2:9][CH2:10][CH2:11][CH2:12][CH2:13][CH2:14][CH2:15][CH3:16])[CH:8]=1. (6) Given the reactants [NH2:1][C:2]1[CH:3]=[C:4]2[C:8](=[CH:9][CH:10]=1)[NH:7][N:6]=[CH:5]2.[CH3:11][S:12]([C:15]1[CH:20]=[CH:19][CH:18]=[CH:17][C:16]=1[S:21](Cl)(=[O:23])=[O:22])(=[O:14])=[O:13], predict the reaction product. The product is: [CH3:11][S:12]([C:15]1[CH:20]=[CH:19][CH:18]=[CH:17][C:16]=1[S:21]([NH:1][C:2]1[CH:3]=[C:4]2[C:8](=[CH:9][CH:10]=1)[NH:7][N:6]=[CH:5]2)(=[O:23])=[O:22])(=[O:14])=[O:13]. (7) Given the reactants Cl.Cl.Cl.[O:4]1[C:12]2[CH:11]=[CH:10][N:9]=[C:8]([N:13]3[CH2:18][CH2:17][N:16]([CH2:19][CH2:20][C@H:21]4[CH2:26][CH2:25][C@H:24]([NH2:27])[CH2:23][CH2:22]4)[CH2:15][CH2:14]3)[C:7]=2[CH2:6][CH2:5]1.[O:28]1[CH2:33][CH2:32][CH2:31][CH:30]([C:34](O)=[O:35])[CH2:29]1, predict the reaction product. The product is: [O:4]1[C:12]2[CH:11]=[CH:10][N:9]=[C:8]([N:13]3[CH2:18][CH2:17][N:16]([CH2:19][CH2:20][C@H:21]4[CH2:26][CH2:25][C@H:24]([NH:27][C:34]([CH:30]5[CH2:31][CH2:32][CH2:33][O:28][CH2:29]5)=[O:35])[CH2:23][CH2:22]4)[CH2:15][CH2:14]3)[C:7]=2[CH2:6][CH2:5]1.